From a dataset of Catalyst prediction with 721,799 reactions and 888 catalyst types from USPTO. Predict which catalyst facilitates the given reaction. (1) Reactant: [NH2:1][C:2]1[CH:3]=[C:4]([OH:8])[CH:5]=[CH:6][CH:7]=1.C([O-])([O-])=O.[K+].[K+].[N+:15]([C:18]1[CH:19]=[C:20]([C:27]([F:30])([F:29])[F:28])[CH:21]=[C:22]([N+]([O-])=O)[CH:23]=1)([O-:17])=[O:16]. Product: [F:28][C:27]([F:29])([F:30])[C:20]1[CH:21]=[C:22]([CH:23]=[C:18]([N+:15]([O-:17])=[O:16])[CH:19]=1)[O:8][C:4]1[CH:3]=[C:2]([NH2:1])[CH:7]=[CH:6][CH:5]=1. The catalyst class is: 3. (2) Reactant: [NH2:1][C:2]1[CH:10]=[CH:9][CH:8]=[C:7]2[C:3]=1[C:4](=[O:17])[O:5][C:6]2=[CH:11][C:12]([O:14][CH2:15][CH3:16])=[O:13]. Product: [NH2:1][C:2]1[CH:10]=[CH:9][CH:8]=[C:7]2[C:3]=1[C:4](=[O:17])[O:5][CH:6]2[CH2:11][C:12]([O:14][CH2:15][CH3:16])=[O:13]. The catalyst class is: 19.